The task is: Predict the reactants needed to synthesize the given product.. This data is from Full USPTO retrosynthesis dataset with 1.9M reactions from patents (1976-2016). Given the product [CH:1]1([CH2:4][N:5]2[C:9]3=[N:10][CH:11]=[CH:12][CH:13]=[C:8]3[CH:7]=[C:6]2[C:14]2[N:18]([CH3:19])[C:17]3[CH:20]=[CH:21][C:22]([C:24]([OH:26])=[O:25])=[CH:23][C:16]=3[N:15]=2)[CH2:3][CH2:2]1, predict the reactants needed to synthesize it. The reactants are: [CH:1]1([CH2:4][N:5]2[C:9]3=[N:10][CH:11]=[CH:12][CH:13]=[C:8]3[CH:7]=[C:6]2[C:14]2[N:18]([CH3:19])[C:17]3[C:20](OC)=[CH:21][C:22]([C:24]([OH:26])=[O:25])=[CH:23][C:16]=3[N:15]=2)[CH2:3][CH2:2]1.C1(CN2C3=NC=CC=C3C=C2C2N(C)C3C=CC(C(OC)=O)=CC=3N=2)CC1.